Predict the product of the given reaction. From a dataset of Forward reaction prediction with 1.9M reactions from USPTO patents (1976-2016). (1) Given the reactants [NH2:1][C:2]1[CH:7]=[C:6]([O:8][C:9]([F:12])([F:11])[F:10])[CH:5]=[CH:4][C:3]=1[OH:13].[Br:14][C:15]1[CH:20]=[CH:19][C:18]([N:21]=[C:22]=S)=[CH:17][CH:16]=1.C(N(CC)CC)C, predict the reaction product. The product is: [Br:14][C:15]1[CH:20]=[CH:19][C:18]([NH:21][C:22]2[O:13][C:3]3[CH:4]=[CH:5][C:6]([O:8][C:9]([F:10])([F:11])[F:12])=[CH:7][C:2]=3[N:1]=2)=[CH:17][CH:16]=1. (2) The product is: [CH3:1][N:2]([CH2:4][CH2:5][CH2:6][C:7]1([C:18]2[CH:23]=[CH:22][C:21]([F:24])=[CH:20][CH:19]=2)[O:15][CH2:14][C:13]2[CH:12]=[C:11]([C:16]#[N:17])[CH:10]=[CH:9][C:8]1=2)[CH3:3].[BrH:25]. Given the reactants [CH3:1][N:2]([CH2:4][CH2:5][CH2:6][C:7]1([C:18]2[CH:19]=[CH:20][C:21]([F:24])=[CH:22][CH:23]=2)[O:15][CH2:14][C:13]2[CH:12]=[C:11]([C:16]#[N:17])[CH:10]=[CH:9][C:8]1=2)[CH3:3].[BrH:25], predict the reaction product.